Dataset: Reaction yield outcomes from USPTO patents with 853,638 reactions. Task: Predict the reaction yield, written as a fraction of the theoretical maximum amount of product (1.0 means a 100% yield; for example, 0.34 means a 34% yield). The reactants are [N+:1]([C:4]1[CH:13]=[C:12]2[C:7]([CH2:8][CH2:9][CH2:10][NH:11]2)=[CH:6][CH:5]=1)([O-])=O. The catalyst is C(OCC)(=O)C. The product is [NH2:1][C:4]1[CH:13]=[C:12]2[C:7]([CH2:8][CH2:9][CH2:10][NH:11]2)=[CH:6][CH:5]=1. The yield is 1.00.